From a dataset of NCI-60 drug combinations with 297,098 pairs across 59 cell lines. Regression. Given two drug SMILES strings and cell line genomic features, predict the synergy score measuring deviation from expected non-interaction effect. (1) Drug 1: C1=NC(=NC(=O)N1C2C(C(C(O2)CO)O)O)N. Drug 2: C1CN(CCN1C(=O)CCBr)C(=O)CCBr. Cell line: NCI/ADR-RES. Synergy scores: CSS=27.7, Synergy_ZIP=-2.34, Synergy_Bliss=5.56, Synergy_Loewe=6.00, Synergy_HSA=7.60. (2) Drug 1: CC1C(C(CC(O1)OC2CC(CC3=C2C(=C4C(=C3O)C(=O)C5=C(C4=O)C(=CC=C5)OC)O)(C(=O)CO)O)N)O.Cl. Drug 2: COCCOC1=C(C=C2C(=C1)C(=NC=N2)NC3=CC=CC(=C3)C#C)OCCOC.Cl. Cell line: MCF7. Synergy scores: CSS=0.338, Synergy_ZIP=-0.294, Synergy_Bliss=2.17, Synergy_Loewe=-3.32, Synergy_HSA=-2.65. (3) Drug 1: C1C(C(OC1N2C=NC3=C(N=C(N=C32)Cl)N)CO)O. Drug 2: C(CN)CNCCSP(=O)(O)O. Cell line: TK-10. Synergy scores: CSS=-3.03, Synergy_ZIP=1.48, Synergy_Bliss=0.935, Synergy_Loewe=0.940, Synergy_HSA=-2.45. (4) Drug 1: CN1C(=O)N2C=NC(=C2N=N1)C(=O)N. Drug 2: C1CN1C2=NC(=NC(=N2)N3CC3)N4CC4. Cell line: NCI-H460. Synergy scores: CSS=50.4, Synergy_ZIP=2.80, Synergy_Bliss=1.01, Synergy_Loewe=-27.2, Synergy_HSA=-0.0822. (5) Drug 1: CC1OCC2C(O1)C(C(C(O2)OC3C4COC(=O)C4C(C5=CC6=C(C=C35)OCO6)C7=CC(=C(C(=C7)OC)O)OC)O)O. Drug 2: CC1CCC2CC(C(=CC=CC=CC(CC(C(=O)C(C(C(=CC(C(=O)CC(OC(=O)C3CCCCN3C(=O)C(=O)C1(O2)O)C(C)CC4CCC(C(C4)OC)O)C)C)O)OC)C)C)C)OC. Cell line: MALME-3M. Synergy scores: CSS=32.4, Synergy_ZIP=-1.92, Synergy_Bliss=-0.142, Synergy_Loewe=-0.747, Synergy_HSA=5.89. (6) Drug 1: CC1=C2C(C(=O)C3(C(CC4C(C3C(C(C2(C)C)(CC1OC(=O)C(C(C5=CC=CC=C5)NC(=O)OC(C)(C)C)O)O)OC(=O)C6=CC=CC=C6)(CO4)OC(=O)C)OC)C)OC. Drug 2: C(CN)CNCCSP(=O)(O)O. Cell line: NCI/ADR-RES. Synergy scores: CSS=1.28, Synergy_ZIP=-2.29, Synergy_Bliss=-10.3, Synergy_Loewe=-12.8, Synergy_HSA=-9.67. (7) Drug 2: C1C(C(OC1N2C=NC(=NC2=O)N)CO)O. Synergy scores: CSS=52.1, Synergy_ZIP=5.22, Synergy_Bliss=4.01, Synergy_Loewe=-2.03, Synergy_HSA=5.77. Cell line: NCI-H460. Drug 1: C1=CC(=CC=C1CCC2=CNC3=C2C(=O)NC(=N3)N)C(=O)NC(CCC(=O)O)C(=O)O. (8) Drug 1: C1=CC(=CC=C1CCC2=CNC3=C2C(=O)NC(=N3)N)C(=O)NC(CCC(=O)O)C(=O)O. Drug 2: CC=C1C(=O)NC(C(=O)OC2CC(=O)NC(C(=O)NC(CSSCCC=C2)C(=O)N1)C(C)C)C(C)C. Cell line: T-47D. Synergy scores: CSS=8.89, Synergy_ZIP=3.42, Synergy_Bliss=2.88, Synergy_Loewe=3.23, Synergy_HSA=3.50. (9) Drug 1: C1=CC(=CC=C1CC(C(=O)O)N)N(CCCl)CCCl.Cl. Drug 2: B(C(CC(C)C)NC(=O)C(CC1=CC=CC=C1)NC(=O)C2=NC=CN=C2)(O)O. Cell line: HL-60(TB). Synergy scores: CSS=51.8, Synergy_ZIP=-2.93, Synergy_Bliss=2.38, Synergy_Loewe=1.44, Synergy_HSA=1.86. (10) Drug 1: C1=CC(=CC=C1C#N)C(C2=CC=C(C=C2)C#N)N3C=NC=N3. Drug 2: C1CC(=O)NC(=O)C1N2C(=O)C3=CC=CC=C3C2=O. Cell line: NCI-H322M. Synergy scores: CSS=-0.934, Synergy_ZIP=1.16, Synergy_Bliss=1.60, Synergy_Loewe=-0.564, Synergy_HSA=-0.0672.